From a dataset of Peptide-MHC class II binding affinity with 134,281 pairs from IEDB. Regression. Given a peptide amino acid sequence and an MHC pseudo amino acid sequence, predict their binding affinity value. This is MHC class II binding data. (1) The peptide sequence is ELQVIEKVDAAFKVA. The MHC is HLA-DQA10201-DQB10202 with pseudo-sequence HLA-DQA10201-DQB10202. The binding affinity (normalized) is 0.269. (2) The peptide sequence is FPCQEWQEVDSILGF. The MHC is DRB1_1301 with pseudo-sequence DRB1_1301. The binding affinity (normalized) is 0. (3) The peptide sequence is KTKEGVLYVGSKTKK. The MHC is DRB1_1101 with pseudo-sequence DRB1_1101. The binding affinity (normalized) is 0.0400.